Task: Predict the reactants needed to synthesize the given product.. Dataset: Full USPTO retrosynthesis dataset with 1.9M reactions from patents (1976-2016) (1) Given the product [NH2:7][CH:8]([C:21](=[O:47])[N:22]([CH:26]([C:36]1[NH:37][CH:38]=[C:39]([C:41]2[CH:46]=[CH:45][CH:44]=[CH:43][CH:42]=2)[N:40]=1)[CH2:27][OH:28])[CH:23]([CH3:25])[CH3:24])[CH2:9][C:10]1[C:15]([CH3:16])=[CH:14][C:13]([C:17]([NH2:18])=[O:19])=[CH:12][C:11]=1[CH3:20], predict the reactants needed to synthesize it. The reactants are: C(OC(=O)[NH:7][CH:8]([C:21](=[O:47])[N:22]([CH:26]([C:36]1[NH:37][CH:38]=[C:39]([C:41]2[CH:46]=[CH:45][CH:44]=[CH:43][CH:42]=2)[N:40]=1)[CH2:27][O:28]CC1C=CC=CC=1)[CH:23]([CH3:25])[CH3:24])[CH2:9][C:10]1[C:15]([CH3:16])=[CH:14][C:13]([C:17](=[O:19])[NH2:18])=[CH:12][C:11]=1[CH3:20])(C)(C)C.I[Si](C)(C)C.CO.O.C(#N)C. (2) Given the product [Cl:1][C:2]1[CH:3]=[CH:4][CH:5]=[C:6]2[C:11]=1[N:10]=[C:9]([C:12]1[CH:17]=[CH:16][CH:15]=[CH:14][C:13]=1[C:18]([F:19])([F:21])[F:20])[C:8]([CH2:22][N:29]1[C:30]3=[N:31][CH:32]=[N:33][C:34]([NH2:36])=[C:35]3[C:27]([I:26])=[N:28]1)=[CH:7]2, predict the reactants needed to synthesize it. The reactants are: [Cl:1][C:2]1[CH:3]=[CH:4][CH:5]=[C:6]2[C:11]=1[N:10]=[C:9]([C:12]1[CH:17]=[CH:16][CH:15]=[CH:14][C:13]=1[C:18]([F:21])([F:20])[F:19])[C:8]([CH2:22]Cl)=[CH:7]2.[H-].[Na+].[I:26][C:27]1[C:35]2[C:30](=[N:31][CH:32]=[N:33][C:34]=2[NH2:36])[NH:29][N:28]=1. (3) Given the product [C:16]([C:14]1[CH:15]=[C:10]([NH:9][C:8]([NH:46][C:39]2[C:40]3[C:45](=[CH:44][CH:43]=[CH:42][CH:41]=3)[C:36]([O:35][C:33]3[CH:32]=[CH:31][N:30]=[C:29]([Cl:28])[N:34]=3)=[CH:37][CH:38]=2)=[O:27])[C:11]([O:25][CH3:26])=[C:12]([NH:20][S:21]([CH3:24])(=[O:23])=[O:22])[CH:13]=1)([CH3:17])([CH3:19])[CH3:18], predict the reactants needed to synthesize it. The reactants are: C1(O[C:8](=[O:27])[NH:9][C:10]2[CH:15]=[C:14]([C:16]([CH3:19])([CH3:18])[CH3:17])[CH:13]=[C:12]([NH:20][S:21]([CH3:24])(=[O:23])=[O:22])[C:11]=2[O:25][CH3:26])C=CC=CC=1.[Cl:28][C:29]1[N:34]=[C:33]([O:35][C:36]2[C:45]3[C:40](=[CH:41][CH:42]=[CH:43][CH:44]=3)[C:39]([NH2:46])=[CH:38][CH:37]=2)[CH:32]=[CH:31][N:30]=1.CCN(CC)CC. (4) Given the product [NH:12]1[C:13]2=[N:14][CH:15]=[CH:16][CH:17]=[C:18]2[C:10]([C:8]([C:5]2[CH:4]=[CH:3][C:2]([NH:27][C:25](=[O:26])[C:24]3[CH:28]=[CH:29][C:21]([C:20]([F:30])([F:31])[F:19])=[CH:22][CH:23]=3)=[N:7][CH:6]=2)=[O:9])=[CH:11]1, predict the reactants needed to synthesize it. The reactants are: Br[C:2]1[N:7]=[CH:6][C:5]([C:8]([C:10]2[C:18]3[C:13](=[N:14][CH:15]=[CH:16][CH:17]=3)[NH:12][CH:11]=2)=[O:9])=[CH:4][CH:3]=1.[F:19][C:20]([F:31])([F:30])[C:21]1[CH:29]=[CH:28][C:24]([C:25]([NH2:27])=[O:26])=[CH:23][CH:22]=1.CC1(C)C2C(=C(P(C3C=CC=CC=3)C3C=CC=CC=3)C=CC=2)OC2C(P(C3C=CC=CC=3)C3C=CC=CC=3)=CC=CC1=2.C(=O)([O-])[O-].[Cs+].[Cs+]. (5) Given the product [C:14]([CH:13]([C:12]1[CH:16]=[CH:17][C:9]([O:8][CH3:7])=[CH:10][CH:11]=1)[C:18]1([OH:24])[CH2:23][CH2:22][CH2:21][CH2:20][CH2:19]1)#[N:15], predict the reactants needed to synthesize it. The reactants are: CC([O-])(C)C.[K+].[CH3:7][O:8][C:9]1[CH:17]=[CH:16][C:12]([CH2:13][C:14]#[N:15])=[CH:11][CH:10]=1.[C:18]1(=[O:24])[CH2:23][CH2:22][CH2:21][CH2:20][CH2:19]1.